Regression. Given two drug SMILES strings and cell line genomic features, predict the synergy score measuring deviation from expected non-interaction effect. From a dataset of NCI-60 drug combinations with 297,098 pairs across 59 cell lines. (1) Drug 1: CC1=C2C(C(=O)C3(C(CC4C(C3C(C(C2(C)C)(CC1OC(=O)C(C(C5=CC=CC=C5)NC(=O)C6=CC=CC=C6)O)O)OC(=O)C7=CC=CC=C7)(CO4)OC(=O)C)O)C)OC(=O)C. Synergy scores: CSS=25.1, Synergy_ZIP=-12.3, Synergy_Bliss=-10.1, Synergy_Loewe=-33.0, Synergy_HSA=-5.18. Cell line: OVCAR3. Drug 2: CC1=C(N=C(N=C1N)C(CC(=O)N)NCC(C(=O)N)N)C(=O)NC(C(C2=CN=CN2)OC3C(C(C(C(O3)CO)O)O)OC4C(C(C(C(O4)CO)O)OC(=O)N)O)C(=O)NC(C)C(C(C)C(=O)NC(C(C)O)C(=O)NCCC5=NC(=CS5)C6=NC(=CS6)C(=O)NCCC[S+](C)C)O. (2) Drug 1: C#CCC(CC1=CN=C2C(=N1)C(=NC(=N2)N)N)C3=CC=C(C=C3)C(=O)NC(CCC(=O)O)C(=O)O. Drug 2: C(CCl)NC(=O)N(CCCl)N=O. Cell line: NCI-H226. Synergy scores: CSS=-2.69, Synergy_ZIP=2.80, Synergy_Bliss=3.43, Synergy_Loewe=-1.05, Synergy_HSA=-1.56. (3) Drug 1: C1C(C(OC1N2C=NC3=C2NC=NCC3O)CO)O. Drug 2: C1CCC(C(C1)N)N.C(=O)(C(=O)[O-])[O-].[Pt+4]. Cell line: 786-0. Synergy scores: CSS=24.8, Synergy_ZIP=-9.00, Synergy_Bliss=-1.44, Synergy_Loewe=-4.82, Synergy_HSA=-0.354. (4) Drug 1: C1=CC=C(C(=C1)C(C2=CC=C(C=C2)Cl)C(Cl)Cl)Cl. Drug 2: C1CCC(C(C1)N)N.C(=O)(C(=O)[O-])[O-].[Pt+4]. Cell line: SF-295. Synergy scores: CSS=23.9, Synergy_ZIP=-2.08, Synergy_Bliss=7.18, Synergy_Loewe=-17.8, Synergy_HSA=0.869. (5) Drug 2: CC(C)(C#N)C1=CC(=CC(=C1)CN2C=NC=N2)C(C)(C)C#N. Cell line: HOP-92. Synergy scores: CSS=6.35, Synergy_ZIP=0.220, Synergy_Bliss=2.19, Synergy_Loewe=3.13, Synergy_HSA=2.40. Drug 1: CC12CCC(CC1=CCC3C2CCC4(C3CC=C4C5=CN=CC=C5)C)O. (6) Drug 1: CC1=C2C(C(=O)C3(C(CC4C(C3C(C(C2(C)C)(CC1OC(=O)C(C(C5=CC=CC=C5)NC(=O)OC(C)(C)C)O)O)OC(=O)C6=CC=CC=C6)(CO4)OC(=O)C)OC)C)OC. Drug 2: CS(=O)(=O)CCNCC1=CC=C(O1)C2=CC3=C(C=C2)N=CN=C3NC4=CC(=C(C=C4)OCC5=CC(=CC=C5)F)Cl. Cell line: BT-549. Synergy scores: CSS=54.8, Synergy_ZIP=7.99, Synergy_Bliss=7.43, Synergy_Loewe=-23.9, Synergy_HSA=6.66. (7) Drug 1: C1CN1P(=S)(N2CC2)N3CC3. Drug 2: CCCCCOC(=O)NC1=NC(=O)N(C=C1F)C2C(C(C(O2)C)O)O. Cell line: HCC-2998. Synergy scores: CSS=-1.86, Synergy_ZIP=-2.06, Synergy_Bliss=-3.92, Synergy_Loewe=-8.20, Synergy_HSA=-5.44.